From a dataset of Reaction yield outcomes from USPTO patents with 853,638 reactions. Predict the reaction yield, written as a fraction of the theoretical maximum amount of product (1.0 means a 100% yield; for example, 0.34 means a 34% yield). (1) The reactants are [NH2:1][C:2]1[N:7]=[C:6]([NH2:8])[C:5]([CH:9]=O)=[C:4]([NH:11][CH3:12])[N:3]=1.F[C:14]1[CH:19]=[CH:18][CH:17]=[C:16]([F:20])[C:15]=1[C:21](=O)[CH3:22].[OH-].[K+].[CH2:26]([OH:28])[CH3:27]. No catalyst specified. The product is [F:20][C:16]1[CH:17]=[CH:18][CH:19]=[C:14]([O:28][CH2:26][CH3:27])[C:15]=1[C:21]1[CH:22]=[CH:9][C:5]2[C:4]([NH:11][CH3:12])=[N:3][C:2]([NH2:1])=[N:7][C:6]=2[N:8]=1. The yield is 0.460. (2) The reactants are [CH:1]1[C:10]2[C:5](=[CH:6][CH:7]=[CH:8][CH:9]=2)[CH:4]=[CH:3][C:2]=1[CH2:11][N:12]1[CH2:16][CH:15]2[CH2:17][N:18]([C:20]3[N:25]=[CH:24][CH:23]=[CH:22][C:21]=3[C:26](O)=[O:27])[CH2:19][CH:14]2[CH2:13]1.C1C=CC2[N:37]([OH:38])N=NC=2C=1.CCN=C=N[CH2:44][CH2:45][CH2:46]N(C)C.Cl.CCN([CH:57]([CH3:59])C)C(C)C.CN([CH:63]=[O:64])C. The catalyst is CCOCC. The product is [CH2:63]([O:64][CH:57]([O:38][NH:37][C:26]([C:21]1[CH:22]=[CH:23][CH:24]=[N:25][C:20]=1[N:18]1[CH2:17][CH:15]2[CH:14]([CH2:13][N:12]([CH2:11][C:2]3[CH:3]=[CH:4][C:5]4[C:10](=[CH:9][CH:8]=[CH:7][CH:6]=4)[CH:1]=3)[CH2:16]2)[CH2:19]1)=[O:27])[CH3:59])[CH:45]([CH3:44])[CH3:46]. The yield is 0.580. (3) The reactants are [N+:1]([C:4]1[CH:5]=[C:6]2[C:10](=[CH:11][CH:12]=1)[CH2:9][C:8](=[O:13])[CH2:7]2)([O-:3])=[O:2].[BH4-].[Na+].O. The catalyst is CCO.CC(O)C. The product is [N+:1]([C:4]1[CH:5]=[C:6]2[C:10](=[CH:11][CH:12]=1)[CH2:9][CH:8]([OH:13])[CH2:7]2)([O-:3])=[O:2]. The yield is 0.830. (4) The reactants are [BH4-].[Na+].CO.[CH3:5][O:6][C:7](=[O:33])[CH2:8][O:9][CH2:10][C:11]#[C:12][CH2:13][N:14]1[C:19](=[O:20])[CH2:18][CH2:17][CH2:16][C@@H:15]1[CH2:21][CH2:22][C:23](=[O:32])[CH2:24][C:25]1[CH:30]=[CH:29][CH:28]=[C:27]([Cl:31])[CH:26]=1. The catalyst is C(Cl)Cl. The product is [CH3:5][O:6][C:7](=[O:33])[CH2:8][O:9][CH2:10][C:11]#[C:12][CH2:13][N:14]1[C:19](=[O:20])[CH2:18][CH2:17][CH2:16][C@@H:15]1[CH2:21][CH2:22][CH:23]([OH:32])[CH2:24][C:25]1[CH:30]=[CH:29][CH:28]=[C:27]([Cl:31])[CH:26]=1. The yield is 0.920. (5) The reactants are [C:1]([N:5]1[CH2:10][CH2:9][N:8]([C:11](OC(C)(C)C)=[O:12])[C@@H:7]([C:18]([N:20]2[CH2:25][CH2:24][NH:23][CH2:22][CH2:21]2)=[O:19])[CH2:6]1)([CH3:4])([CH3:3])[CH3:2].[Cl:26][C:27]1[CH:32]=[CH:31][C:30]([NH:33][C:34](=[O:42])OC2C=CC=CC=2)=[CH:29][C:28]=1[CH3:43]. The catalyst is C(Cl)Cl. The product is [NH3:5].[CH3:11][OH:12].[C:1]([N:5]1[CH2:10][CH2:9][NH:8][C@@H:7]([C:18]([N:20]2[CH2:25][CH2:24][N:23]([C:34]([NH:33][C:30]3[CH:31]=[CH:32][C:27]([Cl:26])=[C:28]([CH3:43])[CH:29]=3)=[O:42])[CH2:22][CH2:21]2)=[O:19])[CH2:6]1)([CH3:4])([CH3:2])[CH3:3]. The yield is 0.100.